Dataset: Catalyst prediction with 721,799 reactions and 888 catalyst types from USPTO. Task: Predict which catalyst facilitates the given reaction. Reactant: Cl[C:2]1[C:10]2N=C3N(C4C=CC(Cl)=CC=4Cl)[CH2:24][CH2:25]CN3[C:10]=2[C:2](C(N)[CH2:24][CH3:25])=[CH:3][CH:3]=1.F[CH:28](F)[C:29]([OH:31])=[O:30].[OH2:33].[OH:33]N1[C:39]2[CH:39]=[CH:38][CH:43]=[CH:43][C:38]=2N=N1.C(N(CC)CC)C. Product: [C:29]([O:31][CH2:24][CH3:25])(=[O:30])[CH3:28].[CH:2]([O:33][CH:38]([CH3:43])[CH3:39])([CH3:10])[CH3:3]. The catalyst class is: 35.